Predict the product of the given reaction. From a dataset of Forward reaction prediction with 1.9M reactions from USPTO patents (1976-2016). (1) Given the reactants COC1C=CC(C=CC2C=CC(OC)=CC=2)=C(N)C=1.BrC1C=CC(OCCN2CCCCC2)=C(F)C=1.[F:37][C:38]1[CH:39]=[C:40]([NH:53][C:54]2[CH:59]=[C:58]([O:60]C)[CH:57]=[CH:56][C:55]=2[C:62]#[C:63][C:64]2[CH:69]=[CH:68][C:67]([O:70]C)=[CH:66][CH:65]=2)[CH:41]=[CH:42][C:43]=1[O:44][CH2:45][CH2:46][N:47]1[CH2:52][CH2:51][CH2:50][CH2:49][CH2:48]1, predict the reaction product. The product is: [F:37][C:38]1[CH:39]=[C:40]([NH:53][C:54]2[CH:59]=[C:58]([OH:60])[CH:57]=[CH:56][C:55]=2[C:62]#[C:63][C:64]2[CH:69]=[CH:68][C:67]([OH:70])=[CH:66][CH:65]=2)[CH:41]=[CH:42][C:43]=1[O:44][CH2:45][CH2:46][N:47]1[CH2:48][CH2:49][CH2:50][CH2:51][CH2:52]1. (2) Given the reactants C([O:3][C:4](=O)[C:5]1[CH:10]=[C:9]([C:11]#[C:12][C:13]2[CH:18]=[CH:17][CH:16]=[CH:15][CH:14]=2)[CH:8]=[N:7][CH:6]=1)C.[H-].[Al+3].[Li+].[H-].[H-].[H-], predict the reaction product. The product is: [CH:11](/[C:9]1[CH:10]=[C:5]([CH2:4][OH:3])[CH:6]=[N:7][CH:8]=1)=[CH:12]\[C:13]1[CH:14]=[CH:15][CH:16]=[CH:17][CH:18]=1. (3) Given the reactants [CH3:1][O:2][C:3]1[CH:4]=[C:5]([CH:9]([C:12](=O)[C:13]2[CH:18]=[CH:17][N:16]=[CH:15][CH:14]=2)[C:10]#[N:11])[CH:6]=[CH:7][CH:8]=1.O=P(Cl)(Cl)[Cl:22], predict the reaction product. The product is: [Cl:22][C:12]([C:13]1[CH:18]=[CH:17][N:16]=[CH:15][CH:14]=1)=[C:9]([C:5]1[CH:6]=[CH:7][CH:8]=[C:3]([O:2][CH3:1])[CH:4]=1)[C:10]#[N:11].